This data is from Forward reaction prediction with 1.9M reactions from USPTO patents (1976-2016). The task is: Predict the product of the given reaction. (1) Given the reactants [C:1]([O:5][C:6]([N:8]1[CH2:13][CH2:12][CH2:11][C@H:10]([C:14](=[NH:17])[NH:15][OH:16])[CH2:9]1)=[O:7])([CH3:4])([CH3:3])[CH3:2].[F:18][C:19]1[CH:27]=[CH:26][C:22]([C:23](O)=O)=[CH:21][CH:20]=1.C1C=CC2N(O)N=NC=2C=1.CCN=C=NCCCN(C)C.Cl.C(N(CC)CC)C, predict the reaction product. The product is: [C:1]([O:5][C:6]([N:8]1[CH2:13][CH2:12][CH2:11][C@H:10]([C:14]2[N:17]=[C:23]([C:22]3[CH:26]=[CH:27][C:19]([F:18])=[CH:20][CH:21]=3)[O:16][N:15]=2)[CH2:9]1)=[O:7])([CH3:4])([CH3:2])[CH3:3]. (2) Given the reactants Cl.[NH2:2][CH2:3][C:4]1[CH:9]=[C:8]([F:10])[C:7]([NH:11][S:12]([CH3:15])(=[O:14])=[O:13])=[C:6]([C:16]#[CH:17])[CH:5]=1.[Br:18][C:19]1[C:24]([CH:25]=[CH:26][C:27](O)=[O:28])=[CH:23][CH:22]=[C:21]([C:30]([CH3:33])([CH3:32])[CH3:31])[N:20]=1.C[N+]1(C2N=C(OC)N=C(OC)N=2)CCOCC1.[Cl-].CN1C(=O)CCC1, predict the reaction product. The product is: [Br:18][C:19]1[C:24]([CH:25]=[CH:26][C:27]([NH:2][CH2:3][C:4]2[CH:9]=[C:8]([F:10])[C:7]([NH:11][S:12]([CH3:15])(=[O:14])=[O:13])=[C:6]([C:16]#[CH:17])[CH:5]=2)=[O:28])=[CH:23][CH:22]=[C:21]([C:30]([CH3:33])([CH3:32])[CH3:31])[N:20]=1. (3) Given the reactants [C:1](Cl)(=[O:4])[CH:2]=[CH2:3].[CH3:6][N:7]([CH3:37])[CH2:8][CH2:9][N:10]([CH3:36])[C:11]1[C:12]([NH2:35])=[CH:13][C:14]([NH:19][C:20]2[N:25]=[C:24]([C:26]3[CH:27]=[N:28][N:29]4[CH2:34][CH2:33][CH2:32][CH2:31][C:30]=34)[CH:23]=[CH:22][N:21]=2)=[C:15]([O:17][CH3:18])[CH:16]=1, predict the reaction product. The product is: [CH3:37][N:7]([CH3:6])[CH2:8][CH2:9][N:10]([CH3:36])[C:11]1[CH:16]=[C:15]([O:17][CH3:18])[C:14]([NH:19][C:20]2[N:25]=[C:24]([C:26]3[CH:27]=[N:28][N:29]4[CH2:34][CH2:33][CH2:32][CH2:31][C:30]=34)[CH:23]=[CH:22][N:21]=2)=[CH:13][C:12]=1[NH:35][C:1](=[O:4])[CH:2]=[CH2:3]. (4) Given the reactants [Cl:1][C:2]1[C:11]([C:12]([F:15])([F:14])[F:13])=[CH:10][C:9]2[C:4](=[C:5]([C:16]([OH:18])=O)[CH:6]=[CH:7][CH:8]=2)[N:3]=1.[NH2:19][C:20]1[CH:21]=[N:22][CH:23]=[CH:24][CH:25]=1.CN(C(ON1N=NC2C=CC=NC1=2)=[N+](C)C)C.F[P-](F)(F)(F)(F)F.CCN(C(C)C)C(C)C, predict the reaction product. The product is: [Cl:1][C:2]1[C:11]([C:12]([F:13])([F:14])[F:15])=[CH:10][C:9]2[C:4](=[C:5]([C:16]([NH:19][C:20]3[CH:21]=[N:22][CH:23]=[CH:24][CH:25]=3)=[O:18])[CH:6]=[CH:7][CH:8]=2)[N:3]=1.